From a dataset of Choline transporter screen with 302,306 compounds. Binary Classification. Given a drug SMILES string, predict its activity (active/inactive) in a high-throughput screening assay against a specified biological target. (1) The molecule is S=C(NC1CCCC1)Nc1ccc(S(=O)(=O)N)cc1. The result is 0 (inactive). (2) The compound is S(c1n(CC)c(nn1)COc1nn(c2ccccc2)c(=O)cc1)Cc1ccc(cc1)C. The result is 0 (inactive).